This data is from Catalyst prediction with 721,799 reactions and 888 catalyst types from USPTO. The task is: Predict which catalyst facilitates the given reaction. (1) Reactant: [Li+].C[Si]([N-][Si](C)(C)C)(C)C.[Cl:11][C:12]1[CH:17]=[CH:16][C:15]([CH:18]2[CH2:24][C:21]3([CH2:23][CH2:22]3)[NH:20][C:19]2=[O:25])=[CH:14][CH:13]=1.[CH3:26][C:27]([O:30][C:31](O[C:31]([O:30][C:27]([CH3:29])([CH3:28])[CH3:26])=[O:32])=[O:32])([CH3:29])[CH3:28]. Product: [Cl:11][C:12]1[CH:13]=[CH:14][C:15]([CH:18]2[CH2:24][C:21]3([CH2:22][CH2:23]3)[N:20]([C:31]([O:30][C:27]([CH3:29])([CH3:28])[CH3:26])=[O:32])[C:19]2=[O:25])=[CH:16][CH:17]=1. The catalyst class is: 1. (2) Reactant: [C:1]([C:3]1[CH:9]=[CH:8][C:6]([NH2:7])=[CH:5][CH:4]=1)#[CH:2].[C:10]1(=[O:17])[O:16][C:14](=[O:15])[CH2:13][CH2:12][CH2:11]1. Product: [C:1]([C:3]1[CH:9]=[CH:8][C:6]([NH:7][C:10](=[O:17])[CH2:11][CH2:12][CH2:13][C:14]([OH:16])=[O:15])=[CH:5][CH:4]=1)#[CH:2]. The catalyst class is: 2. (3) Reactant: [C:1]([O:5][CH2:6][CH3:7])(=[O:4])[NH:2][NH2:3].O.C1(C)C=CC(S(O)(=O)=O)=CC=1.[Cl:20][C:21]1[CH:26]=[CH:25][C:24]([C:27](=O)[CH3:28])=[C:23]([CH3:30])[CH:22]=1. Product: [Cl:20][C:21]1[CH:26]=[CH:25][C:24](/[C:27](=[N:3]/[NH:2][C:1]([O:5][CH2:6][CH3:7])=[O:4])/[CH3:28])=[C:23]([CH3:30])[CH:22]=1. The catalyst class is: 11. (4) Reactant: [NH2:1][C@@H:2]([CH2:31][C:32]1[CH:37]=[CH:36][CH:35]=[CH:34][CH:33]=1)[C@@H:3]([OH:30])[CH2:4][C:5]([NH:7][C@@H:8]([C@@H:26]([CH3:29])[CH2:27][CH3:28])[C:9]([NH:11][C@@H:12]([CH:23]([CH3:25])[CH3:24])[C:13]([O:15][CH2:16][C:17]1[CH:22]=[CH:21][CH:20]=[CH:19][CH:18]=1)=[O:14])=[O:10])=[O:6].[CH3:38][CH:39]([CH3:59])[C@H:40]([NH:44][C:45](=[O:58])[C@@H:46]([NH:51][C:52](=[O:57])[CH2:53][CH:54]([CH3:56])[CH3:55])[CH2:47][CH:48]([CH3:50])[CH3:49])[C:41](O)=[O:42].C(N(C(C)C)C(C)C)C.CN(C(ON1N=NC2C=CC=NC1=2)=[N+](C)C)C.F[P-](F)(F)(F)(F)F.C(=O)([O-])O.[Na+]. Product: [OH:30][C@H:3]([C@@H:2]([NH:1][C:41](=[O:42])[C@@H:40]([NH:44][C:45](=[O:58])[C@@H:46]([NH:51][C:52](=[O:57])[CH2:53][CH:54]([CH3:56])[CH3:55])[CH2:47][CH:48]([CH3:49])[CH3:50])[CH:39]([CH3:59])[CH3:38])[CH2:31][C:32]1[CH:37]=[CH:36][CH:35]=[CH:34][CH:33]=1)[CH2:4][C:5]([NH:7][C@@H:8]([C@@H:26]([CH3:29])[CH2:27][CH3:28])[C:9]([NH:11][C@@H:12]([CH:23]([CH3:24])[CH3:25])[C:13]([O:15][CH2:16][C:17]1[CH:18]=[CH:19][CH:20]=[CH:21][CH:22]=1)=[O:14])=[O:10])=[O:6]. The catalyst class is: 3. (5) Reactant: [OH-].[Na+].[Cl:3][C:4]1[C:5]([C:25]2[CH:30]=[CH:29][C:28]([C:31]3[CH:36]=[CH:35][CH:34]=[C:33]([F:37])[CH:32]=3)=[CH:27][CH:26]=2)=[CH:6][C:7]2[N:11]=[C:10]([O:12][C:13]3[CH:14]=[CH:15][C:16]([CH3:23])=[C:17]([CH:22]=3)[C:18]([O:20]C)=[O:19])[NH:9][C:8]=2[CH:24]=1. Product: [Cl:3][C:4]1[C:5]([C:25]2[CH:26]=[CH:27][C:28]([C:31]3[CH:36]=[CH:35][CH:34]=[C:33]([F:37])[CH:32]=3)=[CH:29][CH:30]=2)=[CH:6][C:7]2[N:11]=[C:10]([O:12][C:13]3[CH:14]=[CH:15][C:16]([CH3:23])=[C:17]([CH:22]=3)[C:18]([OH:20])=[O:19])[NH:9][C:8]=2[CH:24]=1. The catalyst class is: 5. (6) Reactant: [CH3:1][C:2]1[C:3]([C:7]2[CH:8]=[N:9][NH:10][C:11]=2[NH2:12])=[N:4][NH:5][CH:6]=1.[CH2:13]([N:15]1[C:23]2[C:18](=[CH:19][C:20]([C:24](=O)[CH2:25][C:26](OCC)=[O:27])=[CH:21][CH:22]=2)[CH:17]=[N:16]1)[CH3:14].CC1C=CC(S(O)(=O)=O)=CC=1. Product: [CH2:13]([N:15]1[C:23]2[C:18](=[CH:19][C:20]([C:24]3[NH:12][C:11]4[N:10]([N:9]=[CH:8][C:7]=4[C:3]4[C:2]([CH3:1])=[CH:6][NH:5][N:4]=4)[C:26](=[O:27])[CH:25]=3)=[CH:21][CH:22]=2)[CH:17]=[N:16]1)[CH3:14]. The catalyst class is: 114.